Dataset: Full USPTO retrosynthesis dataset with 1.9M reactions from patents (1976-2016). Task: Predict the reactants needed to synthesize the given product. (1) Given the product [CH:21]1([C:19]([N:16]2[CH2:17][CH2:18][C@@H:14]([CH2:13][N:12]3[CH:11]=[N:10][N:9]=[C:8]3[C:5]3[CH:6]=[CH:7][C:2]([C:48]4[CH:49]=[CH:50][C:51]5[O:55][CH2:54][CH2:53][C:52]=5[CH:56]=4)=[CH:3][CH:4]=3)[CH2:15]2)=[O:20])[CH2:23][CH2:22]1, predict the reactants needed to synthesize it. The reactants are: Br[C:2]1[CH:7]=[CH:6][C:5]([C:8]2[N:12]([CH2:13][C@@H:14]3[CH2:18][CH2:17][N:16]([C:19]([CH:21]4[CH2:23][CH2:22]4)=[O:20])[CH2:15]3)[CH:11]=[N:10][N:9]=2)=[CH:4][CH:3]=1.B1(B2OC(C)(C)C(C)(C)O2)OC(C)(C)C(C)(C)O1.CC([O-])=O.[K+].Br[C:48]1[CH:49]=[CH:50][C:51]2[O:55][CH2:54][CH2:53][C:52]=2[CH:56]=1.C([O-])([O-])=O.[K+].[K+]. (2) The reactants are: [NH:1]([C:14]([O:16][CH2:17][C:18]1[CH:23]=[CH:22][CH:21]=[CH:20][CH:19]=1)=[O:15])[C@H:2]([C:4]([O:6]N1C(=O)CCC1=O)=O)[CH3:3].[CH2:24]([NH2:31])[C:25]1[CH:30]=[CH:29][CH:28]=[CH:27][CH:26]=1. Given the product [NH:1]([C:14]([O:16][CH2:17][C:18]1[CH:19]=[CH:20][CH:21]=[CH:22][CH:23]=1)=[O:15])[C@H:2]([C:4]([NH:31][CH2:24][C:25]1[CH:30]=[CH:29][CH:28]=[CH:27][CH:26]=1)=[O:6])[CH3:3], predict the reactants needed to synthesize it. (3) The reactants are: CC1(C)COB([C:8]2[C:9]([C:15]#[N:16])=[N:10][C:11]([CH3:14])=[CH:12][CH:13]=2)OC1.Br[C:19]1[N:24]=[CH:23][CH:22]=[CH:21][N:20]=1.[F-].[Cs+]. Given the product [CH3:14][C:11]1[N:10]=[C:9]([C:15]#[N:16])[C:8]([C:19]2[N:24]=[CH:23][CH:22]=[CH:21][N:20]=2)=[CH:13][CH:12]=1, predict the reactants needed to synthesize it. (4) Given the product [Br:13][C:14]1[C:15]([NH:30][C:31]2[CH:32]=[CH:33][C:34]([F:37])=[CH:35][CH:36]=2)=[N:16][C:17]([NH:20][C:21]2[CH:22]=[CH:23][C:24]([C:27](=[O:28])[NH:38][CH2:39][CH2:40][CH2:41][N:42]3[CH2:46][CH2:45][CH2:44][C:43]3=[O:47])=[CH:25][CH:26]=2)=[N:18][CH:19]=1, predict the reactants needed to synthesize it. The reactants are: Cl.CN(C)CCCN=C=NCC.[Br:13][C:14]1[C:15]([NH:30][C:31]2[CH:36]=[CH:35][C:34]([F:37])=[CH:33][CH:32]=2)=[N:16][C:17]([NH:20][C:21]2[CH:26]=[CH:25][C:24]([C:27](O)=[O:28])=[CH:23][CH:22]=2)=[N:18][CH:19]=1.[NH2:38][CH2:39][CH2:40][CH2:41][N:42]1[CH2:46][CH2:45][CH2:44][C:43]1=[O:47].ON1C2C=CC=CC=2N=N1.[Cl-].[Na+]. (5) The reactants are: C(O[C:6](=[O:25])[NH:7][C@H:8]([CH:13]([C:15](=[O:24])[NH:16][CH2:17][C:18]1[CH:23]=[CH:22][CH:21]=[CH:20][CH:19]=1)[OH:14])[CH2:9][CH2:10][CH2:11][CH3:12])(C)(C)C.FC(F)(F)C(O)=O.C(N(CC)C(C)C)(C)C.[NH:42]1[C:50]2[C:45](=[CH:46][CH:47]=[CH:48][CH:49]=2)[C:44]([CH2:51][C@H:52]([NH:56][C:57](=[O:69])[C@@H:58]([NH:60][C:61]([C:63]2[N:64]([CH3:68])[N:65]=[CH:66][CH:67]=2)=[O:62])[CH3:59])C(O)=O)=[CH:43]1.CN(C(ON1N=NC2C=CC=NC1=2)=[N+](C)C)C.F[P-](F)(F)(F)(F)F. Given the product [CH2:17]([NH:16][C:15]([CH:13]([OH:14])[C@@H:8]([NH:7][C:6]([C@@H:52]([NH:56][C:57]([C@@H:58]([NH:60][C:61]([C:63]1[N:64]([CH3:68])[N:65]=[CH:66][CH:67]=1)=[O:62])[CH3:59])=[O:69])[CH2:51][C:44]1[C:45]2[C:50](=[CH:49][CH:48]=[CH:47][CH:46]=2)[NH:42][CH:43]=1)=[O:25])[CH2:9][CH2:10][CH2:11][CH3:12])=[O:24])[C:18]1[CH:19]=[CH:20][CH:21]=[CH:22][CH:23]=1, predict the reactants needed to synthesize it. (6) Given the product [CH3:1][C:2]1[CH:8]=[CH:7][CH:6]=[CH:5][C:3]=1[NH:4][CH2:10][C:11]1[CH:16]=[CH:15][CH:14]=[C:13]([CH3:17])[C:12]=1[B:18]1[O:19][C:20]([CH3:26])([CH3:25])[C:21]([CH3:24])([CH3:23])[O:22]1, predict the reactants needed to synthesize it. The reactants are: [CH3:1][C:2]1[CH:8]=[CH:7][CH:6]=[CH:5][C:3]=1[NH2:4].Br[CH2:10][C:11]1[CH:16]=[CH:15][CH:14]=[C:13]([CH3:17])[C:12]=1[B:18]1[O:22][C:21]([CH3:24])([CH3:23])[C:20]([CH3:26])([CH3:25])[O:19]1.C([O-])([O-])=O.[K+].[K+].O. (7) Given the product [Cl:1][C:2]1[CH:3]=[C:4]([C:5]2[O:6][C:14]3[CH:15]=[CH:16][C:17]([N+:19]([O-:21])=[O:20])=[CH:18][C:13]=3[N:12]=2)[CH:8]=[CH:9][C:10]=1[Cl:11], predict the reactants needed to synthesize it. The reactants are: [Cl:1][C:2]1[CH:3]=[C:4]([CH:8]=[CH:9][C:10]=1[Cl:11])[C:5](Cl)=[O:6].[NH2:12][C:13]1[CH:18]=[C:17]([N+:19]([O-:21])=[O:20])[CH:16]=[CH:15][C:14]=1O.C1(C)C=CC(S(O)(=O)=O)=CC=1.